From a dataset of Catalyst prediction with 721,799 reactions and 888 catalyst types from USPTO. Predict which catalyst facilitates the given reaction. (1) Reactant: C(N(CC)CC)C.[Br:8][C:9]1[CH:17]=[CH:16][C:15]([S:18]([CH:21]([CH3:23])[CH3:22])(=[O:20])=[O:19])=[CH:14][C:10]=1[C:11]([NH2:13])=O.FC(F)(F)C(OC(=O)C(F)(F)F)=O. Product: [Br:8][C:9]1[CH:17]=[CH:16][C:15]([S:18]([CH:21]([CH3:23])[CH3:22])(=[O:20])=[O:19])=[CH:14][C:10]=1[C:11]#[N:13]. The catalyst class is: 49. (2) Reactant: [CH:1]([C:3]1[CH:4]=[C:5]([CH:19]=[C:20]([C:24]([F:27])([F:26])[F:25])[C:21]=1[O:22][CH3:23])[C:6]([N:8]1[C:12]2[CH:13]=[CH:14][CH:15]=[CH:16][C:11]=2[S:10](=[O:18])(=[O:17])[CH2:9]1)=[O:7])=[O:2].C(O)(=O)CC(CC(O)=O)(C(O)=O)[OH:31].CC(=CC)C.Cl([O-])=O.[Na+]. Product: [O:18]=[S:10]1(=[O:17])[C:11]2[CH:16]=[CH:15][CH:14]=[CH:13][C:12]=2[N:8]([C:6]([C:5]2[CH:19]=[C:20]([C:24]([F:27])([F:26])[F:25])[C:21]([O:22][CH3:23])=[C:3]([CH:4]=2)[C:1]([OH:31])=[O:2])=[O:7])[CH2:9]1. The catalyst class is: 5. (3) Reactant: [CH3:1][O:2][C:3](=[O:18])[CH:4]([C@H:6]1[CH2:9][C@H:8]([O:10][CH2:11][C:12]2[CH:17]=[CH:16][CH:15]=[CH:14][CH:13]=2)[CH2:7]1)[CH3:5].[Li+].[CH3:20]C([N-]C(C)C)C.CCCCCC.IC. Product: [CH3:1][O:2][C:3](=[O:18])[C:4]([C@H:6]1[CH2:7][C@H:8]([O:10][CH2:11][C:12]2[CH:13]=[CH:14][CH:15]=[CH:16][CH:17]=2)[CH2:9]1)([CH3:20])[CH3:5]. The catalyst class is: 20. (4) Reactant: [Cl:1][C:2]1[CH:3]=[CH:4][C:5]([CH2:8][CH2:9][S:10]([OH:13])(=O)=[O:11])=[N:6][CH:7]=1.P(Cl)(Cl)(Cl)(Cl)[Cl:15]. Product: [Cl:1][C:2]1[CH:3]=[CH:4][C:5]([CH2:8][CH2:9][S:10]([Cl:15])(=[O:13])=[O:11])=[N:6][CH:7]=1. The catalyst class is: 265. (5) Reactant: [CH3:1][C:2]1([CH3:12])[O:6][C@H:5]2[CH2:7][S:8][C@H:9]([CH:10]=[O:11])[C@H:4]2[O:3]1.[C:13](Cl)(=[O:20])[C:14]1[CH:19]=[CH:18][CH:17]=[CH:16][CH:15]=1. Product: [CH3:1][C:2]1([CH3:12])[O:6][C@H:5]2[CH2:7][S:8][C@H:9]([CH2:10][O:11][C:13](=[O:20])[C:14]3[CH:19]=[CH:18][CH:17]=[CH:16][CH:15]=3)[C@H:4]2[O:3]1. The catalyst class is: 17. (6) Reactant: [C:1](=[NH:21])([O:3][CH2:4][CH2:5][C:6]1[CH:11]=[CH:10][C:9]([O:12][C:13]2[CH:18]=[CH:17][C:16]([CH3:19])=[C:15]([Cl:20])[CH:14]=2)=[CH:8][CH:7]=1)[NH2:2].[CH:22]([CH:24]([CH2:29][C:30]1[CH:31]=[N:32][CH:33]=[N:34][CH:35]=1)[C:25](OC)=O)=[O:23].C([O-])([O-])=O.[K+].[K+]. Product: [Cl:20][C:15]1[CH:14]=[C:13]([O:12][C:9]2[CH:8]=[CH:7][C:6]([CH2:5][CH2:4][O:3][C:1]3[NH:2][CH:25]=[C:24]([CH2:29][C:30]4[CH:35]=[N:34][CH:33]=[N:32][CH:31]=4)[C:22](=[O:23])[N:21]=3)=[CH:11][CH:10]=2)[CH:18]=[CH:17][C:16]=1[CH3:19]. The catalyst class is: 37.